From a dataset of CYP1A2 inhibition data for predicting drug metabolism from PubChem BioAssay. Regression/Classification. Given a drug SMILES string, predict its absorption, distribution, metabolism, or excretion properties. Task type varies by dataset: regression for continuous measurements (e.g., permeability, clearance, half-life) or binary classification for categorical outcomes (e.g., BBB penetration, CYP inhibition). Dataset: cyp1a2_veith. (1) The molecule is Cn1c(O)c(C(c2ccccn2)c2c(O)n(C)c(=S)[nH]c2=O)c(=O)[nH]c1=S. The result is 0 (non-inhibitor). (2) The result is 0 (non-inhibitor). The molecule is N[C@@H](CSCc1ccc(I)cc1)C(=O)O. (3) The molecule is O=C(CCc1ccccc1)Nc1nncs1. The result is 1 (inhibitor).